Dataset: NCI-60 drug combinations with 297,098 pairs across 59 cell lines. Task: Regression. Given two drug SMILES strings and cell line genomic features, predict the synergy score measuring deviation from expected non-interaction effect. (1) Drug 1: C1CCN(CC1)CCOC2=CC=C(C=C2)C(=O)C3=C(SC4=C3C=CC(=C4)O)C5=CC=C(C=C5)O. Drug 2: CN1CCC(CC1)COC2=C(C=C3C(=C2)N=CN=C3NC4=C(C=C(C=C4)Br)F)OC. Cell line: HT29. Synergy scores: CSS=-1.05, Synergy_ZIP=3.88, Synergy_Bliss=3.74, Synergy_Loewe=-6.93, Synergy_HSA=-3.80. (2) Drug 1: CC1=C(C=C(C=C1)NC2=NC=CC(=N2)N(C)C3=CC4=NN(C(=C4C=C3)C)C)S(=O)(=O)N.Cl. Drug 2: CC1C(C(CC(O1)OC2CC(CC3=C2C(=C4C(=C3O)C(=O)C5=C(C4=O)C(=CC=C5)OC)O)(C(=O)C)O)N)O.Cl. Cell line: HOP-62. Synergy scores: CSS=38.0, Synergy_ZIP=9.35, Synergy_Bliss=12.6, Synergy_Loewe=-5.94, Synergy_HSA=10.1. (3) Cell line: OVCAR3. Drug 2: C1CCC(C(C1)N)N.C(=O)(C(=O)[O-])[O-].[Pt+4]. Synergy scores: CSS=14.8, Synergy_ZIP=-2.29, Synergy_Bliss=6.53, Synergy_Loewe=4.14, Synergy_HSA=4.20. Drug 1: CC1C(C(CC(O1)OC2CC(CC3=C2C(=C4C(=C3O)C(=O)C5=C(C4=O)C(=CC=C5)OC)O)(C(=O)CO)O)N)O.Cl. (4) Drug 1: C1=C(C(=O)NC(=O)N1)N(CCCl)CCCl. Drug 2: C1=CC(=CC=C1CCCC(=O)O)N(CCCl)CCCl. Cell line: HL-60(TB). Synergy scores: CSS=95.6, Synergy_ZIP=5.60, Synergy_Bliss=3.09, Synergy_Loewe=3.30, Synergy_HSA=6.92. (5) Drug 1: CC(C1=C(C=CC(=C1Cl)F)Cl)OC2=C(N=CC(=C2)C3=CN(N=C3)C4CCNCC4)N. Drug 2: CC12CCC(CC1=CCC3C2CCC4(C3CC=C4C5=CN=CC=C5)C)O. Cell line: M14. Synergy scores: CSS=0.474, Synergy_ZIP=2.73, Synergy_Bliss=5.38, Synergy_Loewe=1.64, Synergy_HSA=1.90. (6) Drug 1: C1=NNC2=C1C(=O)NC=N2. Drug 2: CC(C)NC(=O)C1=CC=C(C=C1)CNNC.Cl. Cell line: SNB-19. Synergy scores: CSS=-4.90, Synergy_ZIP=1.66, Synergy_Bliss=-1.14, Synergy_Loewe=-1.53, Synergy_HSA=-4.49. (7) Drug 1: CCN(CC)CCNC(=O)C1=C(NC(=C1C)C=C2C3=C(C=CC(=C3)F)NC2=O)C. Drug 2: COC1=C2C(=CC3=C1OC=C3)C=CC(=O)O2. Cell line: NCI-H460. Synergy scores: CSS=0.572, Synergy_ZIP=-1.66, Synergy_Bliss=-4.64, Synergy_Loewe=-0.281, Synergy_HSA=-6.13. (8) Drug 1: CC1=C(C=C(C=C1)NC(=O)C2=CC=C(C=C2)CN3CCN(CC3)C)NC4=NC=CC(=N4)C5=CN=CC=C5. Drug 2: CN1C2=C(C=C(C=C2)N(CCCl)CCCl)N=C1CCCC(=O)O.Cl. Cell line: NCI-H522. Synergy scores: CSS=0.0545, Synergy_ZIP=0.206, Synergy_Bliss=0.0429, Synergy_Loewe=-4.15, Synergy_HSA=-3.42. (9) Drug 1: C1CN(CCN1C(=O)CCBr)C(=O)CCBr. Drug 2: C1CC(=O)NC(=O)C1N2C(=O)C3=CC=CC=C3C2=O. Cell line: NCIH23. Synergy scores: CSS=41.9, Synergy_ZIP=-0.682, Synergy_Bliss=-0.733, Synergy_Loewe=-6.30, Synergy_HSA=0.221.